From a dataset of Merck oncology drug combination screen with 23,052 pairs across 39 cell lines. Regression. Given two drug SMILES strings and cell line genomic features, predict the synergy score measuring deviation from expected non-interaction effect. (1) Drug 1: CCC1=CC2CN(C1)Cc1c([nH]c3ccccc13)C(C(=O)OC)(c1cc3c(cc1OC)N(C)C1C(O)(C(=O)OC)C(OC(C)=O)C4(CC)C=CCN5CCC31C54)C2. Drug 2: COC1CC2CCC(C)C(O)(O2)C(=O)C(=O)N2CCCCC2C(=O)OC(C(C)CC2CCC(OP(C)(C)=O)C(OC)C2)CC(=O)C(C)C=C(C)C(O)C(OC)C(=O)C(C)CC(C)C=CC=CC=C1C. Cell line: VCAP. Synergy scores: synergy=-1.04. (2) Drug 1: CS(=O)(=O)CCNCc1ccc(-c2ccc3ncnc(Nc4ccc(OCc5cccc(F)c5)c(Cl)c4)c3c2)o1. Drug 2: COC1=C2CC(C)CC(OC)C(O)C(C)C=C(C)C(OC(N)=O)C(OC)C=CC=C(C)C(=O)NC(=CC1=O)C2=O. Cell line: CAOV3. Synergy scores: synergy=35.0.